This data is from Full USPTO retrosynthesis dataset with 1.9M reactions from patents (1976-2016). The task is: Predict the reactants needed to synthesize the given product. (1) Given the product [CH3:88][O:87][C:83]1[CH:82]=[C:81]([CH3:89])[C:80]([S:77]([N:72]2[CH2:73][CH2:74][CH2:75][CH2:76][CH:71]2[CH2:70][O:69][CH2:68][C:31]([N:29]2[CH2:28][CH2:27][C:26]3[C:41](=[CH:42][CH:8]=[C:7]([N:4]4[CH2:5][CH2:6][N:11]([CH3:15])[CH2:3][CH2:1]4)[CH:9]=3)[CH2:30]2)=[O:44])(=[O:79])=[O:78])=[C:85]([CH3:86])[CH:84]=1, predict the reactants needed to synthesize it. The reactants are: [CH:1]([N:4]([CH:7]([CH3:9])[CH3:8])[CH2:5][CH3:6])([CH3:3])C.O[N:11]1[C:15]2C=CC=CC=2N=N1.Cl.C(N=C=N[CH2:26][CH2:27][CH2:28][N:29]([CH3:31])[CH3:30])C.BrC1C=C2C(=[CH:41][CH:42]=1)CNCC2.C(=O)([O-])[O-:44].[Cs+].[Cs+].CN1CCNCC1.BrC1C=C2C(=CC=1)CN(C(=O)[CH2:68][O:69][CH2:70][CH:71]1[CH2:76][CH2:75][CH2:74][CH2:73][N:72]1[S:77]([C:80]1[C:85]([CH3:86])=[CH:84][C:83]([O:87][CH3:88])=[CH:82][C:81]=1[CH3:89])(=[O:79])=[O:78])CC2.CC1(C)C2C(=C(P(C3C=CC=CC=3)C3C=CC=CC=3)C=CC=2)OC2C(P(C3C=CC=CC=3)C3C=CC=CC=3)=CC=CC1=2. (2) Given the product [Br:1][C:2]1[CH:9]=[C:6]([C:7](=[S:17])[NH2:8])[CH:5]=[N:4][CH:3]=1, predict the reactants needed to synthesize it. The reactants are: [Br:1][C:2]1[CH:3]=[N:4][CH:5]=[C:6]([CH:9]=1)[C:7]#[N:8].CCN(CC)CC.[SH2:17]. (3) Given the product [C:22]([O:21][C:19]([CH:2]([CH2:6][C:7]([F:10])([F:9])[F:8])[C:3]([OH:5])=[O:4])=[O:20])([CH3:23])([CH3:24])[CH3:25], predict the reactants needed to synthesize it. The reactants are: N[CH:2]([CH2:6][C:7]([F:10])([F:9])[F:8])[C:3]([OH:5])=[O:4].[C:19](O[C:19]([O:21][C:22]([CH3:25])([CH3:24])[CH3:23])=[O:20])([O:21][C:22]([CH3:25])([CH3:24])[CH3:23])=[O:20]. (4) Given the product [C:27]([N:22]1[C:23]([CH:24]2[CH2:26][CH2:25]2)=[C:19]([C:17]2[CH:16]=[C:3]3[C:2]([CH:1]4[CH2:7][CH:4]3[CH2:5][CH2:6]4)=[N:33][N:32]=2)[CH:20]=[N:21]1)([CH3:30])([CH3:29])[CH3:28], predict the reactants needed to synthesize it. The reactants are: [CH:1]12[CH2:7][CH:4]([CH2:5][CH2:6]1)[C:3](=O)[C:2]2=O.COP([CH2:16][C:17]([C:19]1[CH:20]=[N:21][N:22]([C:27]([CH3:30])([CH3:29])[CH3:28])[C:23]=1[CH:24]1[CH2:26][CH2:25]1)=O)(=O)OC.O.[NH2:32][NH2:33].